Dataset: NCI-60 drug combinations with 297,098 pairs across 59 cell lines. Task: Regression. Given two drug SMILES strings and cell line genomic features, predict the synergy score measuring deviation from expected non-interaction effect. (1) Drug 1: C1CC(=O)NC(=O)C1N2CC3=C(C2=O)C=CC=C3N. Drug 2: C1=CC(=CC=C1CCCC(=O)O)N(CCCl)CCCl. Cell line: IGROV1. Synergy scores: CSS=39.3, Synergy_ZIP=6.53, Synergy_Bliss=7.07, Synergy_Loewe=9.75, Synergy_HSA=10.1. (2) Drug 1: C1=C(C(=O)NC(=O)N1)F. Drug 2: C1CC(C1)(C(=O)O)C(=O)O.[NH2-].[NH2-].[Pt+2]. Cell line: MDA-MB-435. Synergy scores: CSS=16.6, Synergy_ZIP=0.144, Synergy_Bliss=-1.39, Synergy_Loewe=-5.26, Synergy_HSA=0.334. (3) Synergy scores: CSS=2.24, Synergy_ZIP=0.0807, Synergy_Bliss=-0.765, Synergy_Loewe=-9.72, Synergy_HSA=-6.83. Drug 1: CNC(=O)C1=NC=CC(=C1)OC2=CC=C(C=C2)NC(=O)NC3=CC(=C(C=C3)Cl)C(F)(F)F. Cell line: M14. Drug 2: CN(CCCl)CCCl.Cl. (4) Drug 1: C1=CN(C=N1)CC(O)(P(=O)(O)O)P(=O)(O)O. Drug 2: B(C(CC(C)C)NC(=O)C(CC1=CC=CC=C1)NC(=O)C2=NC=CN=C2)(O)O. Cell line: UACC-257. Synergy scores: CSS=41.9, Synergy_ZIP=2.05, Synergy_Bliss=2.86, Synergy_Loewe=-32.0, Synergy_HSA=0.403.